This data is from Forward reaction prediction with 1.9M reactions from USPTO patents (1976-2016). The task is: Predict the product of the given reaction. (1) Given the reactants Br[C:2]1[C:3]([N:22]2[CH2:26][CH2:25][C@H:24]([CH2:27][OH:28])[CH2:23]2)=[N:4][CH:5]=[C:6]([CH:21]=1)[C:7]([NH:9][C:10]1[CH:15]=[CH:14][C:13]([S:16][C:17]([F:20])([F:19])[F:18])=[CH:12][CH:11]=1)=[O:8].[F:29][C:30]1[CH:31]=[N:32][CH:33]=[C:34](B2OC(C)(C)C(C)(C)O2)[CH:35]=1, predict the reaction product. The product is: [F:29][C:30]1[CH:35]=[C:34]([C:2]2[C:3]([N:22]3[CH2:26][CH2:25][C@H:24]([CH2:27][OH:28])[CH2:23]3)=[N:4][CH:5]=[C:6]([C:7]([NH:9][C:10]3[CH:15]=[CH:14][C:13]([S:16][C:17]([F:20])([F:19])[F:18])=[CH:12][CH:11]=3)=[O:8])[CH:21]=2)[CH:33]=[N:32][CH:31]=1. (2) Given the reactants [Cl:1][C:2]1[CH:3]=[N:4][CH:5]=[C:6]([Cl:27])[C:7]=1[NH:8][C:9]1[NH:10][C:11]2[C:17]3[CH2:18][C:19]([CH3:22])([CH3:21])[O:20][C:16]=3[C:15]([C:23]([O:25]C)=O)=[CH:14][C:12]=2[N:13]=1.[F:28][C:29]1[CH:35]=[C:34]([F:36])[CH:33]=[CH:32][C:30]=1[NH2:31].C[Al](C)C, predict the reaction product. The product is: [Cl:1][C:2]1[CH:3]=[N:4][CH:5]=[C:6]([Cl:27])[C:7]=1[NH:8][C:9]1[NH:10][C:11]2[C:17]3[CH2:18][C:19]([CH3:21])([CH3:22])[O:20][C:16]=3[C:15]([C:23]([NH:31][C:30]3[CH:32]=[CH:33][C:34]([F:36])=[CH:35][C:29]=3[F:28])=[O:25])=[CH:14][C:12]=2[N:13]=1. (3) The product is: [F:17][C:3]1[C:2]([C:28]#[C:27][CH2:26][CH2:25][OH:29])=[CH:10][CH:9]=[C:8]2[C:4]=1[CH:5]=[N:6][N:7]2[CH:11]1[CH2:16][CH2:15][CH2:14][CH2:13][O:12]1. Given the reactants Br[C:2]1[C:3]([F:17])=[C:4]2[C:8](=[CH:9][CH:10]=1)[N:7]([CH:11]1[CH2:16][CH2:15][CH2:14][CH2:13][O:12]1)[N:6]=[CH:5]2.C(N(CC)CC)C.[CH2:25]([OH:29])[CH2:26][C:27]#[CH:28], predict the reaction product. (4) Given the reactants [Cl:1][C:2]1[CH:7]=[CH:6][N:5]=[C:4]([NH:8][C:9]2[CH:16]=[CH:15][C:12]([C:13]#[N:14])=[CH:11][CH:10]=2)[N:3]=1.[B-](F)(F)(F)F.[N:22]([OH:24])=[O:23], predict the reaction product. The product is: [N+:22]([C:10]1[CH:11]=[C:12]([CH:15]=[CH:16][C:9]=1[NH:8][C:4]1[N:3]=[C:2]([Cl:1])[CH:7]=[CH:6][N:5]=1)[C:13]#[N:14])([O-:24])=[O:23]. (5) Given the reactants [CH2:1]([O:8][C:9]1[C:14]([CH:15]=[O:16])=[CH:13][CH:12]=[C:11](Cl)[C:10]=1[C:18]1[CH:23]=[CH:22][CH:21]=[CH:20][C:19]=1[CH3:24])[C:2]1[CH:7]=[CH:6][CH:5]=[CH:4][CH:3]=1.[F:25]C1C(C2C=CC=CC=2C)=C(O)C(C=O)=CC=1, predict the reaction product. The product is: [CH2:1]([O:8][C:9]1[C:14]([CH:15]=[O:16])=[CH:13][CH:12]=[C:11]([F:25])[C:10]=1[C:18]1[CH:23]=[CH:22][CH:21]=[CH:20][C:19]=1[CH3:24])[C:2]1[CH:7]=[CH:6][CH:5]=[CH:4][CH:3]=1. (6) Given the reactants N1C2C(=CC=CC=2)C(=O)C1=O.Cl[C:13](Cl)(Cl)[CH:14]([OH:16])O.Cl.[NH2:20][OH:21].S([O-])([O-])(=O)=O.[Na+].[Na+].[CH3:29][C:30]1[C:36]([CH3:37])=[CH:35][CH:34]=[CH:33][C:31]=1[NH2:32].Cl, predict the reaction product. The product is: [CH3:29][C:30]1[C:36]([CH3:37])=[CH:35][CH:34]=[CH:33][C:31]=1[NH:32][C:14](=[O:16])[CH:13]=[N:20][OH:21].